From a dataset of Full USPTO retrosynthesis dataset with 1.9M reactions from patents (1976-2016). Predict the reactants needed to synthesize the given product. (1) The reactants are: N[C:2]1[C:7]([C:8]#[N:9])=[C:6]([C:10]2[CH:15]=[CH:14][C:13]([O:16][CH2:17][CH2:18][OH:19])=[C:12]([F:20])[CH:11]=2)[C:5]([C:21]#[N:22])=[C:4]([S:23][CH2:24][C:25]2[N:26]=[C:27]([C:30]3[CH:35]=[CH:34][C:33]([Cl:36])=[CH:32][CH:31]=3)[O:28][CH:29]=2)[N:3]=1.N(OCCC(C)C)=O.[Cl-:45].[NH4+]. Given the product [Cl:45][C:2]1[C:7]([C:8]#[N:9])=[C:6]([C:10]2[CH:15]=[CH:14][C:13]([O:16][CH2:17][CH2:18][OH:19])=[C:12]([F:20])[CH:11]=2)[C:5]([C:21]#[N:22])=[C:4]([S:23][CH2:24][C:25]2[N:26]=[C:27]([C:30]3[CH:31]=[CH:32][C:33]([Cl:36])=[CH:34][CH:35]=3)[O:28][CH:29]=2)[N:3]=1, predict the reactants needed to synthesize it. (2) Given the product [CH2:1]([N:3]1[CH2:8][CH2:7][N:6]2[N:9]=[C:10]([NH2:12])[CH:11]=[C:5]2[CH2:4]1)[CH3:2], predict the reactants needed to synthesize it. The reactants are: [CH2:1]([N:3]1[CH2:8][CH2:7][N:6]2[N:9]=[C:10]([N+:12]([O-])=O)[CH:11]=[C:5]2[CH2:4]1)[CH3:2].[H][H]. (3) Given the product [CH3:22][O:21][C:18]1[CH:19]=[CH:20][C:15]([NH:14][C:12]2[S:13][C:9]([NH:8][C:6](=[O:7])[C:5]3[CH:26]=[CH:27][C:2]([N:32]4[CH2:33][CH2:34][N:29]([CH3:28])[CH2:30][CH2:31]4)=[CH:3][CH:4]=3)=[C:10]([C:23]([NH2:25])=[O:24])[N:11]=2)=[CH:16][CH:17]=1, predict the reactants needed to synthesize it. The reactants are: F[C:2]1[CH:27]=[CH:26][C:5]([C:6]([NH:8][C:9]2[S:13][C:12]([NH:14][C:15]3[CH:20]=[CH:19][C:18]([O:21][CH3:22])=[CH:17][CH:16]=3)=[N:11][C:10]=2[C:23]([NH2:25])=[O:24])=[O:7])=[CH:4][CH:3]=1.[CH3:28][N:29]1[CH2:34][CH2:33][NH:32][CH2:31][CH2:30]1.